From a dataset of Forward reaction prediction with 1.9M reactions from USPTO patents (1976-2016). Predict the product of the given reaction. (1) Given the reactants [NH2:1][CH:2]([C@H:4]1[C@@H:8]2[C@@H:9]3[C@@:22]([CH3:25])([CH2:23][CH2:24][C@@:7]2([NH:40][CH2:41][CH2:42][N:43]2[CH2:48][CH2:47][S:46](=[O:50])(=[O:49])[CH2:45][CH2:44]2)[CH2:6][CH2:5]1)[C@@:21]1([CH3:26])[C@@H:12]([C@:13]2([CH3:39])[C@@H:18]([CH2:19][CH2:20]1)[C:17]([CH3:28])([CH3:27])[C:16]([C:29]1[CH:38]=[CH:37][C:32]([C:33]([O:35][CH3:36])=[O:34])=[CH:31][CH:30]=1)=[CH:15][CH2:14]2)[CH2:11][CH2:10]3)[CH3:3].Cl[CH2:52][CH2:53][CH2:54][C:55](Cl)=[O:56].C(C1C=C(C)C=C(C(C)(C)C)N=1)(C)(C)C.[H-].[Na+], predict the reaction product. The product is: [O:49]=[S:46]1(=[O:50])[CH2:45][CH2:44][N:43]([CH2:42][CH2:41][NH:40][C@:7]23[CH2:6][CH2:5][C@@H:4]([CH:2]([N:1]4[CH2:52][CH2:53][CH2:54][C:55]4=[O:56])[CH3:3])[C@@H:8]2[C@@H:9]2[C@@:22]([CH3:25])([CH2:23][CH2:24]3)[C@@:21]3([CH3:26])[C@@H:12]([C@:13]4([CH3:39])[C@@H:18]([CH2:19][CH2:20]3)[C:17]([CH3:27])([CH3:28])[C:16]([C:29]3[CH:30]=[CH:31][C:32]([C:33]([O:35][CH3:36])=[O:34])=[CH:37][CH:38]=3)=[CH:15][CH2:14]4)[CH2:11][CH2:10]2)[CH2:48][CH2:47]1. (2) Given the reactants [CH3:1][O:2][C:3]1[CH:4]=[CH:5][C:6]([C:17](=[O:24])[CH:18]([CH3:23])[C:19]([O:21][CH3:22])=[O:20])=[C:7]2[C:12]=1[N:11]=[C:10]([C:13]([F:16])([F:15])[F:14])[CH:9]=[CH:8]2.[H-].[Na+].I[CH3:28].[Cl-].[NH4+], predict the reaction product. The product is: [CH3:1][O:2][C:3]1[CH:4]=[CH:5][C:6]([C:17](=[O:24])[C:18]([CH3:28])([CH3:23])[C:19]([O:21][CH3:22])=[O:20])=[C:7]2[C:12]=1[N:11]=[C:10]([C:13]([F:15])([F:16])[F:14])[CH:9]=[CH:8]2. (3) Given the reactants [N:1]1([C:20]([O:22][C:23]([CH3:26])([CH3:25])[CH3:24])=[O:21])[CH2:6][CH2:5][C:4]2([CH2:15][CH:14]([C:16](OC)=[O:17])[C:13]3[C:8](=[CH:9][CH:10]=[CH:11][CH:12]=3)[O:7]2)[CH2:3][CH2:2]1.[H-].[H-].[H-].[H-].[Li+].[Al+3], predict the reaction product. The product is: [OH:17][CH2:16][CH:14]1[C:13]2[C:8](=[CH:9][CH:10]=[CH:11][CH:12]=2)[O:7][C:4]2([CH2:5][CH2:6][N:1]([C:20]([O:22][C:23]([CH3:26])([CH3:25])[CH3:24])=[O:21])[CH2:2][CH2:3]2)[CH2:15]1. (4) Given the reactants C([O-])([O-])=O.[Na+].[Na+].Br[C:8]1[CH:9]=[CH:10][C:11]([C:14]#[C:15][CH2:16][N:17]2[C:25]3[C:20](=[CH:21][C:22]([CH2:26][N:27]4[CH2:31][CH2:30][CH2:29][CH2:28]4)=[CH:23][CH:24]=3)[CH:19]=[CH:18]2)=[N:12][CH:13]=1.[Cl:32][C:33]1[CH:38]=[CH:37][C:36](OB(O)O)=[CH:35][CH:34]=1, predict the reaction product. The product is: [Cl:32][C:33]1[CH:38]=[CH:37][C:36]([C:8]2[CH:9]=[CH:10][C:11]([C:14]#[C:15][CH2:16][N:17]3[C:25]4[C:20](=[CH:21][C:22]([CH2:26][N:27]5[CH2:31][CH2:30][CH2:29][CH2:28]5)=[CH:23][CH:24]=4)[CH:19]=[CH:18]3)=[N:12][CH:13]=2)=[CH:35][CH:34]=1.